Dataset: Reaction yield outcomes from USPTO patents with 853,638 reactions. Task: Predict the reaction yield, written as a fraction of the theoretical maximum amount of product (1.0 means a 100% yield; for example, 0.34 means a 34% yield). The reactants are [C:1]([C:5]1[CH:10]=[CH:9][C:8]([NH:11][C:12]([NH:14][C@H:15]([CH2:19][CH3:20])[CH2:16][CH:17]=O)=[O:13])=[CH:7][CH:6]=1)([CH3:4])([CH3:3])[CH3:2].[CH3:21][C:22]1([CH3:43])[O:26][C@@H:25]2[C@@H:27]([CH2:40][NH:41][CH3:42])[O:28][C@@H:29]([N:30]3[CH:38]=[N:37][C:36]4[C:31]3=[N:32][CH:33]=[N:34][C:35]=4[NH2:39])[C@@H:24]2[O:23]1.[BH-](OC(C)=O)(OC(C)=O)OC(C)=O.[Na+]. The catalyst is ClCCCl. The product is [NH2:39][C:35]1[N:34]=[CH:33][N:32]=[C:31]2[C:36]=1[N:37]=[CH:38][N:30]2[C@H:29]1[C@@H:24]2[O:23][C:22]([CH3:21])([CH3:43])[O:26][C@@H:25]2[C@@H:27]([CH2:40][N:41]([CH3:42])[CH2:17][CH2:16][C@H:15]([NH:14][C:12]([NH:11][C:8]2[CH:9]=[CH:10][C:5]([C:1]([CH3:4])([CH3:3])[CH3:2])=[CH:6][CH:7]=2)=[O:13])[CH2:19][CH3:20])[O:28]1. The yield is 0.240.